Dataset: Retrosynthesis with 50K atom-mapped reactions and 10 reaction types from USPTO. Task: Predict the reactants needed to synthesize the given product. (1) The reactants are: CC(C)c1ccc(S(N)(=O)=O)nc1.COc1ccccc1Oc1c(Cl)ncnc1Cl. Given the product COc1ccccc1Oc1c(Cl)ncnc1NS(=O)(=O)c1ccc(C(C)C)cn1, predict the reactants needed to synthesize it. (2) Given the product Brc1ccc2ncc(CN3CCOCC3)n2c1, predict the reactants needed to synthesize it. The reactants are: C1COCCN1.O=Cc1cnc2ccc(Br)cn12. (3) Given the product Cc1cc(C)c(CNC(=O)c2ccc(CNc3ccccc3)cc2)c(O)n1, predict the reactants needed to synthesize it. The reactants are: Cc1cc(C)c(CN)c(O)n1.O=C(O)c1ccc(CNc2ccccc2)cc1. (4) Given the product CCOC(=O)COc1ccccc1CC(=O)NC, predict the reactants needed to synthesize it. The reactants are: CCOC(=O)CBr.CNC(=O)Cc1ccccc1O. (5) Given the product OCc1cnn(Cc2ccccc2)c1, predict the reactants needed to synthesize it. The reactants are: CCOC(=O)c1cnn(Cc2ccccc2)c1. (6) Given the product CC(C)c1ccc(Nc2ccc3c(=O)[nH]c4ncccc4c3c2)cc1, predict the reactants needed to synthesize it. The reactants are: CC(C)c1ccc(N)cc1.O=c1[nH]c2ncccc2c2cc(Cl)ccc12. (7) Given the product Fc1cccc2sc(CCC#Cc3ccccn3)nc12, predict the reactants needed to synthesize it. The reactants are: Brc1ccccn1.C#CCCc1nc2c(F)cccc2s1. (8) Given the product O=C(COc1ccc(Br)cc1)Nc1ccc(Cl)c(C(F)(F)F)c1, predict the reactants needed to synthesize it. The reactants are: O=C(CCl)Nc1ccc(Cl)c(C(F)(F)F)c1.Oc1ccc(Br)cc1.